This data is from Forward reaction prediction with 1.9M reactions from USPTO patents (1976-2016). The task is: Predict the product of the given reaction. Given the reactants [OH:1][CH2:2][C:3]1[N:8]=[C:7]([C:9]([O:11][CH3:12])=[O:10])[CH:6]=[CH:5][CH:4]=1.[CH3:13][S:14](Cl)(=[O:16])=[O:15], predict the reaction product. The product is: [CH3:13][S:14]([O:1][CH2:2][C:3]1[N:8]=[C:7]([C:9]([O:11][CH3:12])=[O:10])[CH:6]=[CH:5][CH:4]=1)(=[O:16])=[O:15].